Dataset: Forward reaction prediction with 1.9M reactions from USPTO patents (1976-2016). Task: Predict the product of the given reaction. Given the reactants Cl[CH2:2][O:3][C:4](=[O:45])[CH2:5][CH:6]([CH2:26][O:27][C:28](=[O:44])[C@H:29]([CH:41]([CH3:43])[CH3:42])[NH:30][C:31]([O:33][CH2:34][C:35]1[CH:40]=[CH:39][CH:38]=[CH:37][CH:36]=1)=[O:32])[CH2:7][O:8][C:9](=[O:25])[C@H:10]([CH:22]([CH3:24])[CH3:23])[NH:11][C:12]([O:14][CH2:15][C:16]1[CH:21]=[CH:20][CH:19]=[CH:18][CH:17]=1)=[O:13].[I-:46].[Na+], predict the reaction product. The product is: [I:46][CH2:2][O:3][C:4](=[O:45])[CH2:5][CH:6]([CH2:26][O:27][C:28](=[O:44])[C@H:29]([CH:41]([CH3:43])[CH3:42])[NH:30][C:31]([O:33][CH2:34][C:35]1[CH:40]=[CH:39][CH:38]=[CH:37][CH:36]=1)=[O:32])[CH2:7][O:8][C:9](=[O:25])[C@H:10]([CH:22]([CH3:24])[CH3:23])[NH:11][C:12]([O:14][CH2:15][C:16]1[CH:21]=[CH:20][CH:19]=[CH:18][CH:17]=1)=[O:13].